Dataset: Forward reaction prediction with 1.9M reactions from USPTO patents (1976-2016). Task: Predict the product of the given reaction. (1) Given the reactants [Br-].[C:2]1(=[O:34])[N:6]([CH2:7][CH2:8][CH2:9][P+](C2C=CC=CC=2)(C2C=CC=CC=2)C2C=CC=CC=2)[C:5](=[O:29])[C:4]2=[CH:30][CH:31]=[CH:32][CH:33]=[C:3]12.[Cl:35][C:36]1[CH:37]=[C:38]([CH:41]=[CH:42][CH:43]=1)[CH:39]=O.CC(C)([O-])C.[K+].O, predict the reaction product. The product is: [Cl:35][C:36]1[CH:37]=[C:38](/[CH:39]=[CH:9]\[CH2:8][CH2:7][N:6]2[C:2](=[O:34])[C:3]3=[CH:33][CH:32]=[CH:31][CH:30]=[C:4]3[C:5]2=[O:29])[CH:41]=[CH:42][CH:43]=1. (2) Given the reactants [Br:1][C:2]1[CH:3]=[C:4]([N+:22]([O-])=O)[CH:5]=[C:6]2[C:11]=1[N:10]=[CH:9][C:8]([C:12]#[N:13])=[C:7]2[NH:14][C:15]1[CH:20]=[CH:19][CH:18]=[C:17]([Cl:21])[CH:16]=1.O.O.[Sn](Cl)(Cl)(Cl)Cl.[N+](C1C=CC2C(=CC=CC=2)N=1)([O-])=O, predict the reaction product. The product is: [NH2:22][C:4]1[CH:5]=[C:6]2[C:11](=[C:2]([Br:1])[CH:3]=1)[N:10]=[CH:9][C:8]([C:12]#[N:13])=[C:7]2[NH:14][C:15]1[CH:20]=[CH:19][CH:18]=[C:17]([Cl:21])[CH:16]=1. (3) Given the reactants [C:1]([CH:4]([C:6]1[C:14]2[C:9](=[CH:10][CH:11]=[CH:12][CH:13]=2)[N:8]([CH3:15])[C:7]=1C(O)=O)[CH3:5])([OH:3])=[O:2], predict the reaction product. The product is: [CH3:15][N:8]1[C:9]2[C:14](=[CH:13][CH:12]=[CH:11][CH:10]=2)[C:6]([CH:4]([CH3:5])[C:1]([OH:3])=[O:2])=[CH:7]1.